From a dataset of Peptide-MHC class I binding affinity with 185,985 pairs from IEDB/IMGT. Regression. Given a peptide amino acid sequence and an MHC pseudo amino acid sequence, predict their binding affinity value. This is MHC class I binding data. (1) The peptide sequence is ASRGLWDSF. The MHC is HLA-B08:02 with pseudo-sequence HLA-B08:02. The binding affinity (normalized) is 0.0847. (2) The peptide sequence is KTAVQMAVF. The MHC is HLA-B58:01 with pseudo-sequence HLA-B58:01. The binding affinity (normalized) is 0.715.